Dataset: Full USPTO retrosynthesis dataset with 1.9M reactions from patents (1976-2016). Task: Predict the reactants needed to synthesize the given product. Given the product [C:1]([O:5][C:6]([N:8]1[CH2:12][CH2:11][CH2:10][CH:9]1[C:13]1[NH:17][C:16]2[C:18]3[C:23]([CH2:24][CH2:25][C:15]=2[N:14]=1)=[CH:22][C:21]([B:30]1[O:31][C:32]([CH3:34])([CH3:33])[C:28]([CH3:44])([CH3:27])[O:29]1)=[CH:20][CH:19]=3)=[O:7])([CH3:4])([CH3:3])[CH3:2], predict the reactants needed to synthesize it. The reactants are: [C:1]([O:5][C:6]([N:8]1[CH2:12][CH2:11][CH2:10][CH:9]1[C:13]1[NH:17][C:16]2[C:18]3[C:23]([CH2:24][CH2:25][C:15]=2[N:14]=1)=[CH:22][C:21](Br)=[CH:20][CH:19]=3)=[O:7])([CH3:4])([CH3:3])[CH3:2].[CH3:27][C:28]1([CH3:44])[C:32]([CH3:34])([CH3:33])[O:31][B:30]([B:30]2[O:31][C:32]([CH3:34])([CH3:33])[C:28]([CH3:44])([CH3:27])[O:29]2)[O:29]1.